This data is from Reaction yield outcomes from USPTO patents with 853,638 reactions. The task is: Predict the reaction yield, written as a fraction of the theoretical maximum amount of product (1.0 means a 100% yield; for example, 0.34 means a 34% yield). The reactants are I[C:2]1[C:10]2[C:5](=[N:6][CH:7]=[N:8][C:9]=2[NH2:11])[N:4]([CH:12]([CH3:14])[CH3:13])[N:3]=1.[CH3:15][NH:16][C:17]1[S:18][C:19]2[CH:25]=[C:24](B3OC(C)(C)C(C)(C)O3)[CH:23]=[CH:22][C:20]=2[N:21]=1.C1(P(C2C=CC=CC=2)C2C=CC=CC=2)C=CC=CC=1.C([O-])([O-])=O.[Na+].[Na+]. The catalyst is CN(C=O)C.CCO.O.CC([O-])=O.CC([O-])=O.[Pd+2]. The product is [CH:12]([N:4]1[C:5]2=[N:6][CH:7]=[N:8][C:9]([NH2:11])=[C:10]2[C:2]([C:24]2[CH:23]=[CH:22][C:20]3[N:21]=[C:17]([NH:16][CH3:15])[S:18][C:19]=3[CH:25]=2)=[N:3]1)([CH3:14])[CH3:13]. The yield is 0.341.